This data is from Catalyst prediction with 721,799 reactions and 888 catalyst types from USPTO. The task is: Predict which catalyst facilitates the given reaction. (1) Reactant: Br[C:2]1[CH:3]=[C:4]([N:8]2[C:16]3[C:15]([CH3:17])=[CH:14][C:13]([CH3:18])=[CH:12][C:11]=3[C:10]3[CH2:19][N:20]([CH3:23])[CH2:21][CH2:22][C:9]2=3)[CH:5]=[CH:6][CH:7]=1.[N:24]1[CH:29]=CC(B(O)O)=[CH:26][CH:25]=1.C([O-])([O-])=O.[K+].[K+].O.CO[CH2:42][CH2:43]OC. Product: [CH3:23][N:20]1[CH2:21][CH2:22][C:9]2[N:8]([C:4]3[CH:3]=[CH:43][CH:42]=[C:6]([C:7]4[CH:26]=[CH:25][N:24]=[CH:29][CH:2]=4)[CH:5]=3)[C:16]3[C:15]([CH3:17])=[CH:14][C:13]([CH3:18])=[CH:12][C:11]=3[C:10]=2[CH2:19]1. The catalyst class is: 73. (2) Reactant: [F:1][C@H:2]1[C@@H:7]([O:8][C:9]2[CH:16]=[CH:15][C:14]([C:17]3[N:22]=[C:21]([NH:23][C:24]4[CH:29]=[CH:28][C:27]([N:30]5[CH2:35][CH2:34][N:33]([CH:36]6[CH2:39][O:38][CH2:37]6)[C@@H:32]([CH3:40])[CH2:31]5)=[CH:26][CH:25]=4)[N:20]=[CH:19][N:18]=3)=[CH:13][C:10]=2[C:11]#[N:12])[CH2:6][CH2:5][NH:4][CH2:3]1.[C:41](O)(=[O:44])[CH2:42][OH:43].CN(C(ON1N=NC2C=CC=NC1=2)=[N+](C)C)C.F[P-](F)(F)(F)(F)F.C(Cl)Cl. Product: [F:1][C@H:2]1[C@@H:7]([O:8][C:9]2[CH:16]=[CH:15][C:14]([C:17]3[N:22]=[C:21]([NH:23][C:24]4[CH:29]=[CH:28][C:27]([N:30]5[CH2:35][CH2:34][N:33]([CH:36]6[CH2:37][O:38][CH2:39]6)[C@@H:32]([CH3:40])[CH2:31]5)=[CH:26][CH:25]=4)[N:20]=[CH:19][N:18]=3)=[CH:13][C:10]=2[C:11]#[N:12])[CH2:6][CH2:5][N:4]([C:42](=[O:43])[CH2:41][OH:44])[CH2:3]1. The catalyst class is: 18. (3) Reactant: [CH3:1][N:2]([C@@H:10]([CH3:35])[C:11]([NH:13][C@H:14]1[C@H:20]([CH3:21])[N:19]([C:22]([CH:24]2[CH2:29][CH2:28][O:27][CH2:26][CH2:25]2)=[O:23])[C:18]2[CH:30]=[CH:31][CH:32]=[CH:33][C:17]=2[NH:16][C:15]1=[O:34])=[O:12])[C:3](=[O:9])[O:4][C:5]([CH3:8])([CH3:7])[CH3:6].Cl[CH2:37][C:38]1[C:47]2[C:42](=[CH:43][CH:44]=[CH:45][CH:46]=2)[CH:41]=[CH:40][C:39]=1[O:48][CH3:49].C(=O)([O-])[O-].[Cs+].[Cs+].[I-].[Na+]. Product: [CH3:49][O:48][C:39]1[CH:40]=[CH:41][C:42]2[C:47](=[CH:46][CH:45]=[CH:44][CH:43]=2)[C:38]=1[CH2:37][N:16]1[C:15](=[O:34])[C@@H:14]([NH:13][C:11](=[O:12])[C@@H:10]([N:2]([CH3:1])[C:3](=[O:9])[O:4][C:5]([CH3:6])([CH3:7])[CH3:8])[CH3:35])[C@H:20]([CH3:21])[N:19]([C:22]([CH:24]2[CH2:29][CH2:28][O:27][CH2:26][CH2:25]2)=[O:23])[C:18]2[CH:30]=[CH:31][CH:32]=[CH:33][C:17]1=2. The catalyst class is: 42. (4) Reactant: [Cl:1][C:2]1[CH:8]=[C:7]([O:9][C:10]2[C:19]3[C:14](=[CH:15][C:16]([O:22][CH3:23])=[C:17]([O:20][CH3:21])[CH:18]=3)[N:13]=[CH:12][N:11]=2)[CH:6]=[CH:5][C:3]=1[NH2:4].ClC(Cl)(O[C:28](=[O:34])OC(Cl)(Cl)Cl)Cl.[CH2:36]([NH2:41])[CH2:37][CH2:38][CH2:39][CH3:40].C(=O)([O-])O.[Na+]. Product: [Cl:1][C:2]1[CH:8]=[C:7]([O:9][C:10]2[C:19]3[C:14](=[CH:15][C:16]([O:22][CH3:23])=[C:17]([O:20][CH3:21])[CH:18]=3)[N:13]=[CH:12][N:11]=2)[CH:6]=[CH:5][C:3]=1[NH:4][C:28]([NH:41][CH2:36][CH2:37][CH2:38][CH2:39][CH3:40])=[O:34]. The catalyst class is: 542. (5) Reactant: [CH3:1][CH2:2][SH:3].CCN(C(C)C)C(C)C.[Cl:13][C:14]1[C:22]([C:23]#[N:24])=[CH:21][C:17]([C:18](Cl)=[O:19])=[C:16]([CH3:25])[N:15]=1. Product: [Cl:13][C:14]1[N:15]=[C:16]([CH3:25])[C:17]([C:18](=[O:19])[S:3][CH2:2][CH3:1])=[CH:21][C:22]=1[C:23]#[N:24]. The catalyst class is: 1. (6) Reactant: [C:1]([C:4]1[CH:9]=[CH:8][C:7]([N:10]2[CH2:15][C@@H:14]3[CH2:16][C@H:11]2[CH2:12][N:13]3[C:17]([O:19][C:20]([CH3:23])([CH3:22])[CH3:21])=[O:18])=[CH:6][C:5]=1[CH3:24])(=[O:3])[CH3:2].CO[CH:27](OC)[N:28]([CH3:30])[CH3:29]. Product: [CH3:27][N:28]([CH3:30])/[CH:29]=[CH:2]/[C:1]([C:4]1[CH:9]=[CH:8][C:7]([N:10]2[CH2:15][C@@H:14]3[CH2:16][C@H:11]2[CH2:12][N:13]3[C:17]([O:19][C:20]([CH3:23])([CH3:22])[CH3:21])=[O:18])=[CH:6][C:5]=1[CH3:24])=[O:3]. The catalyst class is: 4. (7) Reactant: [OH:1][CH2:2][CH:3]1[CH2:17][C:7]2[C:8]3[CH:14]=[C:13]([C:15]#[N:16])[CH:12]=[CH:11][C:9]=3[S:10][C:6]=2[CH2:5][CH2:4]1.C(O)(C(F)(F)F)=O.CC(OI1(OC(C)=O)(OC(C)=O)OC(=O)C2C=CC=CC1=2)=O.[OH-].[Na+]. Product: [CH:2]([CH:3]1[CH2:17][C:7]2[C:8]3[CH:14]=[C:13]([C:15]#[N:16])[CH:12]=[CH:11][C:9]=3[S:10][C:6]=2[CH2:5][CH2:4]1)=[O:1]. The catalyst class is: 91. (8) Reactant: [N:1]1([C:7]([C:9]2[CH:21]=[CH:20][C:12]([C:13]([O:15]C(C)(C)C)=[O:14])=[CH:11][N:10]=2)=[O:8])[CH2:6][CH2:5][O:4][CH2:3][CH2:2]1.Cl. Product: [N:1]1([C:7]([C:9]2[CH:21]=[CH:20][C:12]([C:13]([OH:15])=[O:14])=[CH:11][N:10]=2)=[O:8])[CH2:6][CH2:5][O:4][CH2:3][CH2:2]1. The catalyst class is: 463. (9) Reactant: [N:1]1[CH:6]=[CH:5][CH:4]=[CH:3][C:2]=1[NH:7][C:8]([N:10]1[CH2:15][CH2:14][N:13]([C:16]([O:18][C:19]([CH3:22])([CH3:21])[CH3:20])=[O:17])[CH2:12][CH2:11]1)=[S:9].[C:23](=O)([O-])[O-].[K+].[K+].IC.CS(C)=O. Product: [CH3:23][S:9][C:8](=[N:7][C:2]1[CH:3]=[CH:4][CH:5]=[CH:6][N:1]=1)[N:10]1[CH2:15][CH2:14][N:13]([C:16]([O:18][C:19]([CH3:22])([CH3:21])[CH3:20])=[O:17])[CH2:12][CH2:11]1. The catalyst class is: 13. (10) Reactant: [Br:1][C:2]1[S:6][C:5]([CH2:7][OH:8])=[CH:4][CH:3]=1.[H-].[Na+].Cl[C:12]1[C:17]([CH3:19])([CH3:18])[C:16](=[O:20])[C:15]([CH3:22])([CH3:21])[C:14](=[O:23])[CH:13]=1. Product: [Br:1][C:2]1[S:6][C:5]([CH2:7][O:8][C:12]2[C:17]([CH3:18])([CH3:19])[C:16](=[O:20])[C:15]([CH3:22])([CH3:21])[C:14](=[O:23])[CH:13]=2)=[CH:4][CH:3]=1. The catalyst class is: 7.